From a dataset of Full USPTO retrosynthesis dataset with 1.9M reactions from patents (1976-2016). Predict the reactants needed to synthesize the given product. (1) Given the product [OH:39][C:35]([CH3:36])([CH3:34])[C:37]#[C:38][C:7]1[CH:12]=[CH:11][N:10]2[N:13]=[C:14]([C:26]3[CH:27]=[CH:28][CH:29]=[CH:30][CH:31]=3)[C:15]([C:16]3[CH:17]=[CH:18][C:19](=[O:25])[N:20]([CH:22]([CH3:23])[CH3:24])[N:21]=3)=[C:9]2[CH:8]=1, predict the reactants needed to synthesize it. The reactants are: FC(F)(F)S(O[C:7]1[CH:12]=[CH:11][N:10]2[N:13]=[C:14]([C:26]3[CH:31]=[CH:30][CH:29]=[CH:28][CH:27]=3)[C:15]([C:16]3[CH:17]=[CH:18][C:19](=[O:25])[N:20]([CH:22]([CH3:24])[CH3:23])[N:21]=3)=[C:9]2[CH:8]=1)(=O)=O.[CH3:34][C:35]([OH:39])([C:37]#[CH:38])[CH3:36].C(N(CC)CC)C. (2) The reactants are: [C:1]([NH:4][C:5]1[NH:6][C:7]([C:10]([O:12]C)=[O:11])=[N:8][N:9]=1)(=[O:3])[CH3:2].[Li+].[OH-]. Given the product [C:1]([NH:4][C:5]1[NH:6][C:7]([C:10]([OH:12])=[O:11])=[N:8][N:9]=1)(=[O:3])[CH3:2], predict the reactants needed to synthesize it. (3) Given the product [C:1]([N:8]1[CH2:9][CH2:10][N:11]([S:31]([C:28]2[CH:29]=[CH:30][C:22]3[O:21][CH2:26][CH2:25][O:24][C:23]=3[CH:27]=2)(=[O:32])=[O:33])[CH2:12][CH2:13]1)([O:3][C:4]([CH3:7])([CH3:6])[CH3:5])=[O:2], predict the reactants needed to synthesize it. The reactants are: [C:1]([N:8]1[CH2:13][CH2:12][NH:11][CH2:10][CH2:9]1)([O:3][C:4]([CH3:7])([CH3:6])[CH3:5])=[O:2].C(N(CC)CC)C.[O:21]1[CH2:26][CH2:25][O:24][C:23]2[CH:27]=[C:28]([S:31](Cl)(=[O:33])=[O:32])[CH:29]=[CH:30][C:22]1=2.